The task is: Regression. Given two drug SMILES strings and cell line genomic features, predict the synergy score measuring deviation from expected non-interaction effect.. This data is from NCI-60 drug combinations with 297,098 pairs across 59 cell lines. (1) Drug 1: C1CCN(CC1)CCOC2=CC=C(C=C2)C(=O)C3=C(SC4=C3C=CC(=C4)O)C5=CC=C(C=C5)O. Drug 2: CCN(CC)CCCC(C)NC1=C2C=C(C=CC2=NC3=C1C=CC(=C3)Cl)OC. Cell line: A549. Synergy scores: CSS=35.5, Synergy_ZIP=2.07, Synergy_Bliss=4.08, Synergy_Loewe=-0.700, Synergy_HSA=-0.448. (2) Drug 1: CC1C(C(CC(O1)OC2CC(OC(C2O)C)OC3=CC4=CC5=C(C(=O)C(C(C5)C(C(=O)C(C(C)O)O)OC)OC6CC(C(C(O6)C)O)OC7CC(C(C(O7)C)O)OC8CC(C(C(O8)C)O)(C)O)C(=C4C(=C3C)O)O)O)O. Drug 2: C1CCC(C(C1)N)N.C(=O)(C(=O)[O-])[O-].[Pt+4]. Cell line: A549. Synergy scores: CSS=51.1, Synergy_ZIP=-0.783, Synergy_Bliss=-0.737, Synergy_Loewe=-6.52, Synergy_HSA=0.0839.